Dataset: Full USPTO retrosynthesis dataset with 1.9M reactions from patents (1976-2016). Task: Predict the reactants needed to synthesize the given product. (1) Given the product [Br:11][C:4]1[CH:3]=[CH:2][CH:1]=[CH:6][C:5]=1[S:7]([NH:13][CH3:12])(=[O:9])=[O:8], predict the reactants needed to synthesize it. The reactants are: [CH:1]1[CH:6]=[C:5]([S:7](Cl)(=[O:9])=[O:8])[C:4]([Br:11])=[CH:3][CH:2]=1.[CH3:12][NH2:13].C1COCC1.Cl. (2) The reactants are: OO.[Br:3][C:4]1[CH:5]=[C:6]([O:14][CH3:15])[C:7]([O:12][CH3:13])=[C:8]([CH:11]=1)C=O.[O-:16]S([O-])=O.[Na+].[Na+]. Given the product [CH3:13][O:12][C:7]1[C:6]([O:14][CH3:15])=[CH:5][C:4]([Br:3])=[CH:11][C:8]=1[OH:16], predict the reactants needed to synthesize it. (3) Given the product [Cl:18][C:19]1[CH:24]=[C:23]([CH3:25])[C:22]([O:26][C:3]2[C:8]([N+:9]([O-:11])=[O:10])=[C:7]([NH:12][CH:13]([CH2:14][CH3:15])[CH2:16][CH3:17])[CH:6]=[C:5]([CH3:28])[N:4]=2)=[C:21]([CH3:27])[CH:20]=1, predict the reactants needed to synthesize it. The reactants are: ClC[C:3]1[C:8]([N+:9]([O-:11])=[O:10])=[C:7]([NH:12][CH:13]([CH2:16][CH3:17])[CH2:14][CH3:15])[CH:6]=[CH:5][N:4]=1.[Cl:18][C:19]1[CH:24]=[C:23]([CH3:25])[C:22]([OH:26])=[C:21]([CH3:27])[CH:20]=1.[CH3:28]C(C)([O-])C.[K+]. (4) Given the product [NH2:24][C:18]1[C:19]([NH2:21])=[CH:20][C:8]2[CH2:7][C@@H:6]3[C:13]([CH3:14])([CH3:15])[C@:10]([CH3:16])([C:9]=2[CH:17]=1)[CH2:11][CH2:12][N:5]3[C:3](=[O:4])[C:2]([F:28])([F:1])[F:27], predict the reactants needed to synthesize it. The reactants are: [F:1][C:2]([F:28])([F:27])[C:3]([N:5]1[CH2:12][CH2:11][C@:10]2([CH3:16])[C:13]([CH3:15])([CH3:14])[C@H:6]1[CH2:7][C:8]1[CH:20]=[C:19]([N+:21]([O-])=O)[C:18]([N+:24]([O-])=O)=[CH:17][C:9]=12)=[O:4]. (5) Given the product [Cl:1][C:2]1[C:7]([Cl:8])=[C:6]([CH:9]=[N:19][OH:20])[CH:5]=[CH:4][C:3]=1[C:11]1[CH:16]=[CH:15][C:14]([OH:17])=[CH:13][CH:12]=1, predict the reactants needed to synthesize it. The reactants are: [Cl:1][C:2]1[C:7]([Cl:8])=[C:6]([CH:9]=O)[CH:5]=[CH:4][C:3]=1[C:11]1[CH:16]=[CH:15][C:14]([OH:17])=[CH:13][CH:12]=1.Cl.[NH2:19][OH:20]. (6) The reactants are: [F:1][C:2]1[CH:3]=[C:4]([C:9]2[C:10]([CH2:18][CH3:19])=[N:11][N:12]3[CH:17]=[CH:16][CH:15]=[CH:14][C:13]=23)[CH:5]=[C:6]([F:8])[CH:7]=1.[Br:20]N1C(=O)CCC1=O.C(OOC(=O)C1C=CC=CC=1)(=O)C1C=CC=CC=1. Given the product [Br:20][CH:18]([C:10]1[C:9]([C:4]2[CH:3]=[C:2]([F:1])[CH:7]=[C:6]([F:8])[CH:5]=2)=[C:13]2[CH:14]=[CH:15][CH:16]=[CH:17][N:12]2[N:11]=1)[CH3:19], predict the reactants needed to synthesize it. (7) Given the product [Cl:22][C:10]1[C:9]2[CH2:8][CH2:7][CH2:6][C:5]([CH3:19])([C:13]3[CH:18]=[CH:17][CH:16]=[CH:15][CH:14]=3)[C:4]=2[N:3]=[C:2]([CH3:1])[N:11]=1, predict the reactants needed to synthesize it. The reactants are: [CH3:1][C:2]1[N:11]=[C:10](O)[C:9]2[CH2:8][CH2:7][CH2:6][C:5]([CH3:19])([C:13]3[CH:18]=[CH:17][CH:16]=[CH:15][CH:14]=3)[C:4]=2[N:3]=1.P(Cl)(Cl)([Cl:22])=O.